Dataset: Forward reaction prediction with 1.9M reactions from USPTO patents (1976-2016). Task: Predict the product of the given reaction. Given the reactants [Br:1][C:2]1[C:10]([CH3:11])=[CH:9][CH:8]=[CH:7][C:3]=1[CH2:4][C:5]#N.S(=O)(=O)(O)[OH:13].[OH2:17], predict the reaction product. The product is: [Br:1][C:2]1[C:10]([CH3:11])=[CH:9][CH:8]=[CH:7][C:3]=1[CH2:4][C:5]([OH:13])=[O:17].